Task: Predict the product of the given reaction.. Dataset: Forward reaction prediction with 1.9M reactions from USPTO patents (1976-2016) Given the reactants [NH2:1][C@@H:2]1[CH2:6][CH2:5][CH2:4][C@H:3]1[OH:7].Cl.[H-].[Na+].Cl[C:12]1[C:17]([C:18]([F:21])([F:20])[F:19])=[CH:16][N:15]=[C:14]([NH:22][C:23]2[CH:38]=[CH:37][C:26]([C:27]([NH:29][CH:30]3[CH2:35][CH2:34][N:33]([CH3:36])[CH2:32][CH2:31]3)=[O:28])=[CH:25][C:24]=2[O:39][CH3:40])[N:13]=1, predict the reaction product. The product is: [NH2:1][C@@H:2]1[CH2:6][CH2:5][CH2:4][C@H:3]1[O:7][C:16]1[C:17]([C:18]([F:19])([F:21])[F:20])=[CH:12][N:13]=[C:14]([NH:22][C:23]2[CH:38]=[CH:37][C:26]([C:27]([NH:29][CH:30]3[CH2:31][CH2:32][N:33]([CH3:36])[CH2:34][CH2:35]3)=[O:28])=[CH:25][C:24]=2[O:39][CH3:40])[N:15]=1.